This data is from Full USPTO retrosynthesis dataset with 1.9M reactions from patents (1976-2016). The task is: Predict the reactants needed to synthesize the given product. (1) Given the product [F:16][CH:15]([F:17])[O:14][C:11]1[CH:12]=[CH:13][C:8]([C:6]2[C:5]([F:18])=[CH:4][N:3]=[C:2]([C:19]#[N:20])[CH:7]=2)=[CH:9][CH:10]=1, predict the reactants needed to synthesize it. The reactants are: Cl[C:2]1[CH:7]=[C:6]([C:8]2[CH:13]=[CH:12][C:11]([O:14][CH:15]([F:17])[F:16])=[CH:10][CH:9]=2)[C:5]([F:18])=[CH:4][N:3]=1.[CH3:19][N:20](C)C=O. (2) Given the product [F:21][C:18]1[CH:19]=[CH:20][C:15]([CH2:14][O:13][C:10]2[CH:11]=[CH:12][C:7]([O:6][CH2:5][C:4]([OH:22])=[O:3])=[CH:8][CH:9]=2)=[CH:16][CH:17]=1, predict the reactants needed to synthesize it. The reactants are: C([O:3][C:4](=[O:22])[CH2:5][O:6][C:7]1[CH:12]=[CH:11][C:10]([O:13][CH2:14][C:15]2[CH:20]=[CH:19][C:18]([F:21])=[CH:17][CH:16]=2)=[CH:9][CH:8]=1)C.[OH-].[Na+].Cl. (3) The reactants are: [OH:1][C:2]1[C:11]([C:12]2[CH:17]=[CH:16][CH:15]=[CH:14][CH:13]=2)=[CH:10][C:9]2[N:8]=[CH:7][C:6]([C:18]3[CH:23]=[CH:22][CH:21]=[CH:20][CH:19]=3)=[N:5][C:4]=2[C:3]=1[C:24](O)=[O:25].Cl.C([NH:30][CH2:31][C:32]([OH:34])=[O:33])C.[CH2:35](N(CC)CC)[CH3:36].C1CN([P+](ON2N=NC3C=CC=CC2=3)(N2CCCC2)N2CCCC2)CC1.F[P-](F)(F)(F)(F)F. Given the product [OH:1][C:2]1[C:3]([C:24]([NH:30][CH2:31][C:32]([O:34][CH2:35][CH3:36])=[O:33])=[O:25])=[C:4]2[C:9](=[CH:10][C:11]=1[C:12]1[CH:17]=[CH:16][CH:15]=[CH:14][CH:13]=1)[N:8]=[CH:7][C:6]([C:18]1[CH:19]=[CH:20][CH:21]=[CH:22][CH:23]=1)=[N:5]2, predict the reactants needed to synthesize it.